This data is from Reaction yield outcomes from USPTO patents with 853,638 reactions. The task is: Predict the reaction yield, written as a fraction of the theoretical maximum amount of product (1.0 means a 100% yield; for example, 0.34 means a 34% yield). (1) The reactants are [OH:1][C:2]1[CH:3]=[C:4]([CH:9]=[CH:10][C:11]=1[C:12]#[C:13][Si](C)(C)C)[C:5]([O:7][CH3:8])=[O:6].C(O)=[O:19]. No catalyst specified. The product is [C:12]([C:11]1[CH:10]=[CH:9][C:4]([C:5]([O:7][CH3:8])=[O:6])=[CH:3][C:2]=1[OH:1])(=[O:19])[CH3:13]. The yield is 0.830. (2) The reactants are Cl.[CH3:2][N:3]1[CH2:8][CH2:7][C:6]([CH3:12])([C:9](O)=[O:10])[CH2:5][CH2:4]1.[AlH4-].[Li+].[OH-].[Na+]. The catalyst is O1CCCC1.O.C(OCC)C. The product is [CH3:2][N:3]1[CH2:8][CH2:7][C:6]([CH2:9][OH:10])([CH3:12])[CH2:5][CH2:4]1. The yield is 0.730. (3) The reactants are [C:1]([C:5]1[CH:10]=[CH:9][C:8]([S:11](Cl)(=[O:13])=[O:12])=[CH:7][CH:6]=1)([CH3:4])([CH3:3])[CH3:2].[F:15][CH2:16][C:17]1[CH:21]=[C:20]([NH2:22])[N:19]([C:23]2[CH:32]=[CH:31][CH:30]=[C:29]3[C:24]=2[CH:25]=[CH:26][CH:27]=[N:28]3)[N:18]=1.[OH-].[Li+].[OH-].[Na+].Cl. The catalyst is CN(C1C=CN=CC=1)C.N1C=CC=CC=1. The product is [C:1]([C:5]1[CH:10]=[CH:9][C:8]([S:11]([NH:22][C:20]2[N:19]([C:23]3[CH:32]=[CH:31][CH:30]=[C:29]4[C:24]=3[CH:25]=[CH:26][CH:27]=[N:28]4)[N:18]=[C:17]([CH2:16][F:15])[CH:21]=2)(=[O:13])=[O:12])=[CH:7][CH:6]=1)([CH3:4])([CH3:3])[CH3:2]. The yield is 0.0400. (4) The reactants are [H-].[Na+].[CH2:3]([O:5][CH:6]([O:9][CH2:10][CH3:11])[CH2:7][OH:8])[CH3:4].Br[CH2:13][CH:14]([O:18][CH2:19][CH3:20])[O:15][CH2:16][CH3:17]. No catalyst specified. The product is [CH2:3]([O:5][CH:6]([O:9][CH2:10][CH3:11])[CH2:7][O:8][CH2:13][CH:14]([O:18][CH2:19][CH3:20])[O:15][CH2:16][CH3:17])[CH3:4]. The yield is 0.420. (5) The reactants are CO.[CH:3]1[CH:8]=[CH:7][C:6]([C@@H:9]([OH:13])[C:10]([OH:12])=[O:11])=[CH:5][CH:4]=1. The catalyst is [Rh].C(O)(=O)C. The product is [CH:6]1([C@@H:9]([OH:13])[C:10]([OH:12])=[O:11])[CH2:7][CH2:8][CH2:3][CH2:4][CH2:5]1. The yield is 0.920. (6) The reactants are [F:1][C:2]1[C:3]([C:8]2([CH2:12][N:13]([C:21]3[N:22]=[N:23][C:24]([CH:27]=C)=[CH:25][CH:26]=3)[C:14](=[O:20])[O:15][C:16]([CH3:19])([CH3:18])[CH3:17])[CH2:11][CH2:10][CH2:9]2)=[N:4][CH:5]=[CH:6][CH:7]=1.[O:29]1CCOCC1.I([O-])(=O)(=O)=O.[Na+]. The catalyst is O.[Os](=O)(=O)(=O)=O. The product is [F:1][C:2]1[C:3]([C:8]2([CH2:12][N:13]([C:21]3[N:22]=[N:23][C:24]([CH:27]=[O:29])=[CH:25][CH:26]=3)[C:14](=[O:20])[O:15][C:16]([CH3:18])([CH3:17])[CH3:19])[CH2:11][CH2:10][CH2:9]2)=[N:4][CH:5]=[CH:6][CH:7]=1. The yield is 0.410. (7) The reactants are [C:1]([NH:5][CH2:6][CH:7]([C:12]1[CH:17]=[CH:16][C:15]([Cl:18])=[CH:14][CH:13]=1)[C:8]([O:10]C)=[O:9])([CH3:4])([CH3:3])[CH3:2].O([Si](C)(C)C)[K:20]. The yield is 0.970. The catalyst is C1COCC1. The product is [C:1]([NH:5][CH2:6][CH:7]([C:12]1[CH:17]=[CH:16][C:15]([Cl:18])=[CH:14][CH:13]=1)[C:8]([O-:10])=[O:9])([CH3:4])([CH3:2])[CH3:3].[K+:20]. (8) The reactants are [NH:1]1[C:9]2[C:4](=CC=CC=2)[CH:3]=[CH:2]1.[CH:10]([NH2:13])([CH3:12])[CH3:11].[CH:14](=O)C.[CH:17]1[CH:22]=CC=C[CH:18]=1. The catalyst is CC(O)=O. The product is [CH3:14][N:1]([CH2:2][C:3]1[C:11]2[CH:18]=[CH:17][CH:22]=[CH:12][C:10]=2[NH:13][CH:4]=1)[CH3:9]. The yield is 0.370. (9) The reactants are [OH:1][CH2:2][CH2:3][N:4]1[C:12]2[C:7](=[CH:8][C:9]([N+:13]([O-])=O)=[CH:10][CH:11]=2)[CH:6]=[C:5]1[C:16]([CH3:21])([CH3:20])[CH2:17][CH2:18][OH:19]. The catalyst is [Ni].CO. The product is [NH2:13][C:9]1[CH:8]=[C:7]2[C:12](=[CH:11][CH:10]=1)[N:4]([CH2:3][CH2:2][OH:1])[C:5]([C:16]([CH3:21])([CH3:20])[CH2:17][CH2:18][OH:19])=[CH:6]2. The yield is 0.260. (10) The reactants are [CH3:1][O:2][C:3]1[CH:11]=[C:10]2[C:6]([CH2:7][CH2:8][C:9]2=[O:12])=[CH:5][CH:4]=1.[N:13](OCCC(C)C)=[O:14].Cl. The catalyst is CO. The product is [OH:14]/[N:13]=[C:8]1/[C:9](=[O:12])[C:10]2[C:6]([CH2:7]/1)=[CH:5][CH:4]=[C:3]([O:2][CH3:1])[CH:11]=2. The yield is 0.500.